Dataset: Full USPTO retrosynthesis dataset with 1.9M reactions from patents (1976-2016). Task: Predict the reactants needed to synthesize the given product. (1) The reactants are: [CH:1]([C:3]1[CH:10]=[CH:9][C:6]([C:7]#[N:8])=[CH:5][C:4]=1[O:11][CH3:12])=O.[C:13]([CH:15]=[C:16]([O-])[CH3:17])#[N:14].[Na+].[NH2:20][C:21]1[C:26]([CH3:27])=[CH:25][NH:24][C:23](=[O:28])[CH:22]=1.C(O)(=O)C. Given the product [C:7]([C:6]1[CH:9]=[CH:10][C:3]([CH:1]2[C:22]3[C:23](=[O:28])[NH:24][CH:25]=[C:26]([CH3:27])[C:21]=3[NH:20][C:16]([CH3:17])=[C:15]2[C:13]#[N:14])=[C:4]([O:11][CH3:12])[CH:5]=1)#[N:8], predict the reactants needed to synthesize it. (2) The reactants are: [N+:1]([C:4]1[CH:9]=[CH:8][C:7]([N:10]2[CH2:15][CH2:14][C:13](=[O:16])[CH2:12][CH2:11]2)=[CH:6][CH:5]=1)([O-])=O. Given the product [NH2:1][C:4]1[CH:9]=[CH:8][C:7]([N:10]2[CH2:11][CH2:12][C:13](=[O:16])[CH2:14][CH2:15]2)=[CH:6][CH:5]=1, predict the reactants needed to synthesize it. (3) Given the product [Cl:1][C:2]1[CH:7]=[CH:6][CH:5]=[CH:4][C:3]=1[O:8][CH2:9][C:10]1[S:14][C:13]([NH:15][C:16]([C:18]2[CH:19]=[C:20]3[C:25](=[CH:26][CH:27]=2)[CH2:24][N:23]([C:29](=[O:28])[CH2:30][OH:31])[CH2:22][CH2:21]3)=[O:17])=[N:12][N:11]=1, predict the reactants needed to synthesize it. The reactants are: [Cl:1][C:2]1[CH:7]=[CH:6][CH:5]=[CH:4][C:3]=1[O:8][CH2:9][C:10]1[S:14][C:13]([NH:15][C:16]([C:18]2[CH:19]=[C:20]3[C:25](=[CH:26][CH:27]=2)[CH2:24][NH:23][CH2:22][CH2:21]3)=[O:17])=[N:12][N:11]=1.[OH:28][CH2:29][C:30](O)=[O:31].CN(C(ON1N=NC2C=CC=NC1=2)=[N+](C)C)C.F[P-](F)(F)(F)(F)F.C(N(CC)CC)C. (4) Given the product [CH3:29][O:30][C:31]([CH3:35])([CH3:34])[CH2:32][NH:33][C:15]([C:14]1[CH:18]=[CH:19][N:20]=[CH:21][C:13]=1[NH:12][C:10]([C:8]1[C:7]([NH:22][C:23]2[CH:28]=[N:27][CH:26]=[N:25][CH:24]=2)=[N:6][CH:5]=[C:4]([CH:1]2[CH2:2][CH2:3]2)[N:9]=1)=[O:11])=[O:17], predict the reactants needed to synthesize it. The reactants are: [CH:1]1([C:4]2[N:9]=[C:8]([C:10]([NH:12][C:13]3[CH:21]=[N:20][CH:19]=[CH:18][C:14]=3[C:15]([OH:17])=O)=[O:11])[C:7]([NH:22][C:23]3[CH:24]=[N:25][CH:26]=[N:27][CH:28]=3)=[N:6][CH:5]=2)[CH2:3][CH2:2]1.[CH3:29][O:30][C:31]([CH3:35])([CH3:34])[CH2:32][NH2:33]. (5) The reactants are: [NH2:1][C@H:2]1[CH2:6][CH2:5][N:4]([C:7]([C:9]2[CH:10]=[C:11]([CH:24]=[CH:25][C:26]=2[F:27])[CH2:12][C:13]2[C:22]3[C:17](=[CH:18][CH:19]=[CH:20][CH:21]=3)[C:16](=[O:23])[NH:15][N:14]=2)=[O:8])[CH2:3]1.[CH:28](=O)[C:29]1[CH:34]=[CH:33][CH:32]=[N:31][CH:30]=1.C(O[BH-](OC(=O)C)OC(=O)C)(=O)C.[Na+]. Given the product [F:27][C:26]1[CH:25]=[CH:24][C:11]([CH2:12][C:13]2[C:22]3[C:17](=[CH:18][CH:19]=[CH:20][CH:21]=3)[C:16](=[O:23])[NH:15][N:14]=2)=[CH:10][C:9]=1[C:7]([N:4]1[CH2:5][CH2:6][C@H:2]([NH:1][CH2:28][C:29]2[CH:30]=[N:31][CH:32]=[CH:33][CH:34]=2)[CH2:3]1)=[O:8], predict the reactants needed to synthesize it. (6) The reactants are: [Li][CH2:2][CH2:3][CH2:4][CH3:5].[O:6]=[C:7]1[N:12]([C:13]([O:15][C:16]([CH3:19])([CH3:18])[CH3:17])=[O:14])[CH2:11][CH2:10][N:9]2[C:20](=[O:23])[CH2:21][CH2:22][C@@H:8]12. Given the product [CH2:2]1[C:7]2[CH:8]=[CH:22][CH:21]=[C:20]([C:7]([C@@H:8]3[CH2:22][CH2:21][C:20](=[O:23])[N:9]3[CH2:10][CH2:11][NH:12][C:13](=[O:14])[O:15][C:16]([CH3:19])([CH3:18])[CH3:17])=[O:6])[C:5]=2[CH2:4][CH2:3]1, predict the reactants needed to synthesize it. (7) Given the product [Cl:41][CH2:40][CH2:39][CH2:38][CH2:37][CH2:36][CH2:35][O:21][C:14]1[C:15]([O:19][CH3:20])=[CH:16][CH:17]=[C:18]2[C:13]=1[NH:12][C:11](=[O:22])[CH:10]=[C:9]2[NH:8][C:7]1[C:6]([CH3:23])=[CH:5][N:4]=[CH:3][C:2]=1[CH3:1], predict the reactants needed to synthesize it. The reactants are: [CH3:1][C:2]1[CH:3]=[N:4][CH:5]=[C:6]([CH3:23])[C:7]=1[NH:8][C:9]1[C:18]2[C:13](=[C:14]([OH:21])[C:15]([O:19][CH3:20])=[CH:16][CH:17]=2)[NH:12][C:11](=[O:22])[CH:10]=1.C(=O)([O-])[O-].[Cs+].[Cs+].CS(C)=O.Br[CH2:35][CH2:36][CH2:37][CH2:38][CH2:39][CH2:40][Cl:41]. (8) Given the product [CH3:36][S:33]([C:31]1[CH:32]=[C:27]([C:2]#[C:1][C:3]2[CH:4]=[N:5][N:6]3[C:11]([C:12]([F:14])([F:13])[F:15])=[CH:10][C:9]([C:16]4[CH:21]=[CH:20][C:19]([C:22]([F:25])([F:24])[F:23])=[CH:18][CH:17]=4)=[N:8][C:7]=23)[CH:28]=[N:29][CH:30]=1)(=[O:35])=[O:34], predict the reactants needed to synthesize it. The reactants are: [C:1]([C:3]1[CH:4]=[N:5][N:6]2[C:11]([C:12]([F:15])([F:14])[F:13])=[CH:10][C:9]([C:16]3[CH:21]=[CH:20][C:19]([C:22]([F:25])([F:24])[F:23])=[CH:18][CH:17]=3)=[N:8][C:7]=12)#[CH:2].Br[C:27]1[CH:28]=[N:29][CH:30]=[C:31]([S:33]([CH3:36])(=[O:35])=[O:34])[CH:32]=1. (9) The reactants are: Cl.[CH2:2]([O:4][C:5]([CH:7]1[CH2:11][CH:10]([OH:12])[CH2:9][NH:8]1)=[O:6])[CH3:3].CCN(CC)CC.[C:20]1([CH2:26][CH2:27][CH2:28][C:29](Cl)=[O:30])[CH:25]=[CH:24][CH:23]=[CH:22][CH:21]=1. Given the product [CH2:2]([O:4][C:5]([CH:7]1[CH2:11][CH:10]([OH:12])[CH2:9][N:8]1[C:29](=[O:30])[CH2:28][CH2:27][CH2:26][C:20]1[CH:25]=[CH:24][CH:23]=[CH:22][CH:21]=1)=[O:6])[CH3:3], predict the reactants needed to synthesize it. (10) Given the product [CH2:11]([O:6][C:5]([C@@H:3]1[CH2:4][C@H:1]([C:8]([OH:10])=[O:9])[CH2:2]1)=[O:7])[C:12]1[CH:17]=[CH:16][CH:15]=[CH:14][CH:13]=1, predict the reactants needed to synthesize it. The reactants are: [C@H:1]1([C:8]([OH:10])=[O:9])[CH2:4][C@@H:3]([C:5]([OH:7])=[O:6])[CH2:2]1.[CH2:11](O)[C:12]1[CH:17]=[CH:16][CH:15]=[CH:14][CH:13]=1.CCN=C=NCCCN(C)C.Cl.